Dataset: Blood-brain barrier penetration binary classification data from Martins et al.. Task: Regression/Classification. Given a drug SMILES string, predict its absorption, distribution, metabolism, or excretion properties. Task type varies by dataset: regression for continuous measurements (e.g., permeability, clearance, half-life) or binary classification for categorical outcomes (e.g., BBB penetration, CYP inhibition). Dataset: bbb_martins. The drug is O=C(c1ccco1)N(c1cnccn1)C1CCN(CCc2ccccc2)CC1. The result is 1 (penetrates BBB).